Dataset: Full USPTO retrosynthesis dataset with 1.9M reactions from patents (1976-2016). Task: Predict the reactants needed to synthesize the given product. (1) Given the product [CH:16]1([CH2:23][CH2:26][NH:25][C:35]([C:10]2[C:11]3[CH:12]=[CH:13][N:4]([CH:1]4[CH2:3][CH2:2]4)[C:5](=[O:15])[C:6]=3[CH:7]=[CH:8][CH:9]=2)=[O:36])[CH2:17][CH2:18][CH2:19][CH2:20][CH2:21][CH2:22]1, predict the reactants needed to synthesize it. The reactants are: [CH:1]1([N:4]2[CH:13]=[CH:12][C:11]3[C:6](=[CH:7][CH:8]=[CH:9][C:10]=3I)[C:5]2=[O:15])[CH2:3][CH2:2]1.[CH:16]1([CH2:23]N)[CH2:22][CH2:21][CH2:20][CH2:19][CH2:18][CH2:17]1.[N:25]12[CH2:35]CCN=C1CCCC[CH2:26]2.[O:36]1CCOCC1. (2) Given the product [ClH:19].[CH:14]1([CH2:13][CH:10]2[CH2:11][CH2:12][NH:8][C:9]2([CH3:18])[CH3:17])[CH2:15][CH2:16]1, predict the reactants needed to synthesize it. The reactants are: C([N:8]1[CH2:12][CH2:11][CH:10]([CH2:13][CH:14]2[CH2:16][CH2:15]2)[C:9]1([CH3:18])[CH3:17])C1C=CC=CC=1.[ClH:19]. (3) Given the product [CH3:1][C:2]1[N:3]([CH2:17][CH2:18][CH2:19][CH2:20][CH2:21][CH2:22][C:23]([O:25][CH2:26][CH3:27])=[O:24])[C:4]2[CH2:5][CH2:6][CH2:7][C:8](=[O:11])[C:9]=2[CH:10]=1, predict the reactants needed to synthesize it. The reactants are: [CH3:1][C:2]1[NH:3][C:4]2[CH2:5][C:6](C)(C)[CH2:7][C:8](=[O:11])[C:9]=2[CH:10]=1.[H-].[Na+].Br[CH2:17][CH2:18][CH2:19][CH2:20][CH2:21][CH2:22][C:23]([O:25][CH2:26][CH3:27])=[O:24]. (4) Given the product [Cl:15][CH2:11][C:3]1[O:4][C:5]2[CH:10]=[CH:9][CH:8]=[CH:7][C:6]=2[C:2]=1[CH3:1], predict the reactants needed to synthesize it. The reactants are: [CH3:1][C:2]1[C:6]2[CH:7]=[CH:8][CH:9]=[CH:10][C:5]=2[O:4][C:3]=1[CH2:11]O.S(Cl)([Cl:15])=O. (5) Given the product [NH2:23][CH2:22][C:19]1[CH:20]=[CH:21][C:16]([N:24]2[CH2:29][CH2:28][CH2:27][CH2:26][C:25]2=[O:30])=[CH:17][CH:18]=1, predict the reactants needed to synthesize it. The reactants are: P([O-])([O-])([O-])=O.[K+].[K+].[K+].CNCCNC.I[C:16]1[CH:21]=[CH:20][C:19]([CH2:22][NH2:23])=[CH:18][CH:17]=1.[NH:24]1[CH2:29][CH2:28][CH2:27][CH2:26][C:25]1=[O:30]. (6) Given the product [NH2:14][C:4]1[C:3]([C:1]#[N:2])=[CH:7][N:6]([C:8]2[CH:9]=[CH:10][CH:11]=[CH:12][CH:13]=2)[N:5]=1.[NH2:14][C:4]1[C:3]([C:1]([NH2:2])=[O:22])=[CH:7][N:6]([C:8]2[CH:13]=[CH:12][CH:11]=[CH:10][CH:9]=2)[N:5]=1, predict the reactants needed to synthesize it. The reactants are: [C:1]([C:3]1[C:4]([NH:14]C=C(C#N)C#N)=[N:5][N:6]([C:8]2[CH:13]=[CH:12][CH:11]=[CH:10][CH:9]=2)[CH:7]=1)#[N:2].Cl.[O:22]1CCOCC1.